The task is: Predict the reaction yield, written as a fraction of the theoretical maximum amount of product (1.0 means a 100% yield; for example, 0.34 means a 34% yield).. This data is from Reaction yield outcomes from USPTO patents with 853,638 reactions. (1) The reactants are [Cl:1][C:2]1[N:7]=[CH:6][C:5]([CH2:8][OH:9])=[C:4]([NH:10][CH3:11])[CH:3]=1. The catalyst is C(Cl)Cl.O=[Mn]=O. The product is [Cl:1][C:2]1[CH:3]=[C:4]([NH:10][CH3:11])[C:5]([CH:8]=[O:9])=[CH:6][N:7]=1. The yield is 0.870. (2) The reactants are [Cl:1][C:2]1[S:6][C:5]([C:7]([O:9][CH3:10])=[O:8])=[CH:4][C:3]=1/[C:11](/[N:14]([CH2:17][CH3:18])[N:15]=[CH2:16])=[CH:12]/C.[Cl:19]N1C(=O)CCC1=O. The catalyst is C1COCC1. The product is [Cl:1][C:2]1[S:6][C:5]([C:7]([O:9][CH3:10])=[O:8])=[CH:4][C:3]=1[C:11]1[N:14]([CH2:17][CH3:18])[N:15]=[CH:16][C:12]=1[Cl:19]. The yield is 0.830. (3) The reactants are [Cl:1][C:2]1[CH:7]=[CH:6][C:5]([N:8]2[CH2:13][NH:12][CH2:11][N:10]([C:14](=[O:23])[C:15]3[C:20]([F:21])=[CH:19][CH:18]=[CH:17][C:16]=3[F:22])[C:9]2=[O:24])=[CH:4][CH:3]=1.C(N(CC)CC)C.[CH3:32][S:33](Cl)(=[O:35])=[O:34]. The catalyst is C1COCC1. The product is [Cl:1][C:2]1[CH:7]=[CH:6][C:5]([N:8]2[CH2:13][N:12]([S:33]([CH3:32])(=[O:35])=[O:34])[CH2:11][N:10]([C:14](=[O:23])[C:15]3[C:20]([F:21])=[CH:19][CH:18]=[CH:17][C:16]=3[F:22])[C:9]2=[O:24])=[CH:4][CH:3]=1. The yield is 0.720. (4) The product is [O:22]1[CH2:23][CH2:24][CH:19]([NH:1][C:2]2[CH:3]=[C:4]([CH3:17])[CH:5]=[C:6]3[C:10]=2[NH:9][C:8]([C:11]2[CH:16]=[CH:15][CH:14]=[CH:13][N:12]=2)=[CH:7]3)[CH2:20][CH2:21]1. The yield is 0.360. The reactants are [NH2:1][C:2]1[CH:3]=[C:4]([CH3:17])[CH:5]=[C:6]2[C:10]=1[NH:9][C:8]([C:11]1[CH:16]=[CH:15][CH:14]=[CH:13][N:12]=1)=[CH:7]2.O=[C:19]1[CH2:24][CH2:23][O:22][CH2:21][CH2:20]1. No catalyst specified. (5) The reactants are [CH3:1][O:2][C:3]1[CH:20]=[CH:19][C:6]2[NH:7][C:8]([CH2:10][C:11]([CH3:18])([CH3:17])[C:12]([O:14][CH2:15][CH3:16])=[O:13])=[N:9][C:5]=2[CH:4]=1.C(=O)([O-])[O-].[Cs+].[Cs+].[Br:27][C:28]1[CH:35]=[CH:34][C:31]([CH2:32]Br)=[CH:30][CH:29]=1. The catalyst is CN(C=O)C. The product is [Br:27][C:28]1[CH:35]=[CH:34][C:31]([CH2:32][N:9]2[C:5]3[CH:4]=[C:3]([O:2][CH3:1])[CH:20]=[CH:19][C:6]=3[N:7]=[C:8]2[CH2:10][C:11]([CH3:17])([CH3:18])[C:12]([O:14][CH2:15][CH3:16])=[O:13])=[CH:30][CH:29]=1.[Br:27][C:28]1[CH:35]=[CH:34][C:31]([CH2:32][N:7]2[C:6]3[CH:19]=[CH:20][C:3]([O:2][CH3:1])=[CH:4][C:5]=3[N:9]=[C:8]2[CH2:10][C:11]([CH3:17])([CH3:18])[C:12]([O:14][CH2:15][CH3:16])=[O:13])=[CH:30][CH:29]=1. The yield is 0.230. (6) The reactants are Cl[C:2]1[CH:7]=[CH:6][N:5]=[CH:4][C:3]=1[C:8]1[N:16]=[C:15]([CH3:17])[N:14]=[C:13]2[C:9]=1[N:10]=[CH:11][N:12]2C1CCCCO1.[NH:24]1[C:32]2[CH:31]=[CH:30][CH:29]=[C:28]([NH2:33])[C:27]=2[CH:26]=[N:25]1.Cl. The catalyst is C(O)C.C([O-])(O)=O.[Na+]. The product is [CH3:17][C:15]1[N:14]=[C:13]2[C:9]([N:10]=[CH:11][NH:12]2)=[C:8]([C:3]2[CH:4]=[N:5][CH:6]=[CH:7][C:2]=2[NH:33][C:28]2[C:27]3[CH:26]=[N:25][NH:24][C:32]=3[CH:31]=[CH:30][CH:29]=2)[N:16]=1. The yield is 0.670. (7) The yield is 0.840. The catalyst is C(Cl)Cl. The product is [CH3:5][O:4][N:3]([CH3:2])[C:28]([C:20]1[S:19][C:11]2[N:12]([C:13]3[CH:18]=[CH:17][CH:16]=[CH:15][CH:14]=3)[C:7](=[O:6])[CH:8]=[CH:9][C:10]=2[C:21]=1[C:22]1[CH:27]=[CH:26][CH:25]=[CH:24][CH:23]=1)=[O:29]. The reactants are Cl.[CH3:2][NH:3][O:4][CH3:5].[O:6]=[C:7]1[N:12]([C:13]2[CH:18]=[CH:17][CH:16]=[CH:15][CH:14]=2)[C:11]2[S:19][C:20]([C:28](O)=[O:29])=[C:21]([C:22]3[CH:27]=[CH:26][CH:25]=[CH:24][CH:23]=3)[C:10]=2[CH:9]=[CH:8]1.C1C=CC2N(O)N=NC=2C=1.C(Cl)CCl.CN1CCOCC1.